This data is from Peptide-MHC class II binding affinity with 134,281 pairs from IEDB. The task is: Regression. Given a peptide amino acid sequence and an MHC pseudo amino acid sequence, predict their binding affinity value. This is MHC class II binding data. (1) The peptide sequence is EKKYFAALQFEPLAA. The MHC is HLA-DQA10501-DQB10301 with pseudo-sequence HLA-DQA10501-DQB10301. The binding affinity (normalized) is 0.405. (2) The peptide sequence is VWQHDRVEIIANDQG. The MHC is HLA-DPA10201-DPB11401 with pseudo-sequence HLA-DPA10201-DPB11401. The binding affinity (normalized) is 0.401.